This data is from Reaction yield outcomes from USPTO patents with 853,638 reactions. The task is: Predict the reaction yield, written as a fraction of the theoretical maximum amount of product (1.0 means a 100% yield; for example, 0.34 means a 34% yield). (1) The reactants are [OH:1][C:2]1([CH2:14][N:15]2[C:20](=[O:21])[C:19]3[CH:22]=[N:23][N:24]([C:25]4[CH:30]=[CH:29][CH:28]=[C:27]([OH:31])[CH:26]=4)[C:18]=3[N:17]=[CH:16]2)[CH2:7][CH2:6][N:5]([C:8]([C:10]2([CH3:13])[CH2:12][CH2:11]2)=[O:9])[CH2:4][CH2:3]1.CS(O[CH2:37][CH:38]1[CH2:41][C:40]([F:43])([F:42])[CH2:39]1)(=O)=O.C(=O)([O-])[O-].[K+].[K+]. The catalyst is CN(C)C=O. The product is [F:42][C:40]1([F:43])[CH2:41][CH:38]([CH2:37][O:31][C:27]2[CH:26]=[C:25]([N:24]3[C:18]4[N:17]=[CH:16][N:15]([CH2:14][C:2]5([OH:1])[CH2:3][CH2:4][N:5]([C:8]([C:10]6([CH3:13])[CH2:11][CH2:12]6)=[O:9])[CH2:6][CH2:7]5)[C:20](=[O:21])[C:19]=4[CH:22]=[N:23]3)[CH:30]=[CH:29][CH:28]=2)[CH2:39]1. The yield is 0.0400. (2) The reactants are [CH3:16][C:11]1([CH3:17])[C:12]([CH3:15])([CH3:14])[O:13][B:9]([B:9]2[O:13][C:12]([CH3:15])([CH3:14])[C:11]([CH3:17])([CH3:16])[O:10]2)[O:10]1.[Cl:19][C:20]1[CH:25]=[CH:24][CH:23]=[C:22]([Cl:26])[C:21]=1[O:27][C:28]([F:31])([F:30])[F:29]. The catalyst is CCCCCCC.C(C1C=CC=C(C(C)C)C=1N=CC1C=CC=CN=1)(C)C. The product is [Cl:19][C:20]1[CH:25]=[C:24]([B:9]2[O:10][C:11]([CH3:16])([CH3:17])[C:12]([CH3:14])([CH3:15])[O:13]2)[CH:23]=[C:22]([Cl:26])[C:21]=1[O:27][C:28]([F:29])([F:30])[F:31]. The yield is 0.285. (3) The reactants are [CH:1]1([S:4](Cl)(=[O:6])=[O:5])[CH2:3][CH2:2]1.N1C=CC=CC=1.[CH2:14]([OH:18])[CH2:15][CH2:16][CH3:17]. No catalyst specified. The product is [CH:1]1([S:4]([O:18][CH2:14][CH2:15][CH2:16][CH3:17])(=[O:6])=[O:5])[CH2:3][CH2:2]1. The yield is 0.710. (4) The reactants are [Cl:1][C:2]1[CH:7]=[CH:6][CH:5]=[CH:4][C:3]=1[C:8]1[C:9]([C:34]([O:36]C)=[O:35])=[CH:10][C:11]([C:14]2[CH:15]=[CH:16][C:17]3[O:21][C:20]([C:22]4[CH:27]=[CH:26][C:25]([F:28])=[CH:24][CH:23]=4)=[C:19]([C:29](=[O:32])[NH:30][CH3:31])[C:18]=3[CH:33]=2)=[CH:12][CH:13]=1.[CH3:38]O.[OH-].[Na+].Cl. The catalyst is C(OCC)(=O)C.C1COCC1. The product is [Cl:1][C:2]1[CH:7]=[CH:6][CH:5]=[CH:4][C:3]=1[C:8]1[C:9]([C:34]([OH:36])=[O:35])=[CH:10][C:11]([C:14]2[CH:15]=[CH:16][C:17]3[O:21][C:20]([C:22]4[CH:23]=[CH:24][C:25]([F:28])=[CH:26][CH:27]=4)=[C:19]([C:29](=[O:32])[NH:30][CH3:31])[C:18]=3[CH:33]=2)=[C:12]([CH3:38])[CH:13]=1. The yield is 0.960. (5) The reactants are CC(C)([O-])C.[Na+].Cl.Cl.[NH2:9][C:10]1[CH:11]=[N:12][N:13]([CH2:15][C:16]([OH:18])=[O:17])[CH:14]=1.Cl[C:20]1[CH:25]=[C:24]([NH:26][C:27]2[CH:28]=[CH:29][CH:30]=[C:31]3[C:36]=2[C:35](=[O:37])[N:34]([CH3:38])[CH2:33][CH2:32]3)[C:23]([Cl:39])=[CH:22][N:21]=1.CC1(C)C2C=CC=C(P(C3C=CC=CC=3)C3C=CC=CC=3)C=2OC2C1=CC=CC=2P(C1C=CC=CC=1)C1C=CC=CC=1. The catalyst is O1CCOCC1.C1C=CC(/C=C/C(/C=C/C2C=CC=CC=2)=O)=CC=1.C1C=CC(/C=C/C(/C=C/C2C=CC=CC=2)=O)=CC=1.C1C=CC(/C=C/C(/C=C/C2C=CC=CC=2)=O)=CC=1.[Pd].[Pd]. The product is [Cl:39][C:23]1[C:24]([NH:26][C:27]2[CH:28]=[CH:29][CH:30]=[C:31]3[C:36]=2[C:35](=[O:37])[N:34]([CH3:38])[CH2:33][CH2:32]3)=[CH:25][C:20]([NH:9][C:10]2[CH:11]=[N:12][N:13]([CH2:15][C:16]([OH:18])=[O:17])[CH:14]=2)=[N:21][CH:22]=1. The yield is 0.630. (6) The reactants are [CH2:1]([C:3]1[N:4]([C:28]2[CH:33]=[CH:32][C:31]([OH:34])=[CH:30][CH:29]=2)[C:5](=[O:27])[C:6]([CH2:12][C:13]2[CH:18]=[CH:17][C:16]([C:19]3[C:20]([C:25]#[N:26])=[CH:21][CH:22]=[CH:23][CH:24]=3)=[CH:15][CH:14]=2)=[C:7]([CH2:9][CH2:10][CH3:11])[N:8]=1)[CH3:2].[Si](O[CH:43]1[CH2:48][CH2:47][CH2:46][CH:45]([OH:49])[CH2:44]1)(C(C)(C)C)(C)C.C1(P(C2C=CC=CC=2)C2C=CC=CC=2)C=CC=CC=1.[N:70]([C:71]([O:73]C(C)C)=[O:72])=[N:70][C:71]([O:73]C(C)C)=[O:72]. The catalyst is O1CCCC1.O. The product is [CH2:1]([C:3]1[N:4]([C:28]2[CH:33]=[CH:32][C:31]([O:34][CH:47]3[CH2:48][CH2:43][CH2:44][CH:45]([OH:49])[CH2:46]3)=[CH:30][CH:29]=2)[C:5](=[O:27])[C:6]([CH2:12][C:13]2[CH:18]=[CH:17][C:16]([C:19]3[CH:24]=[CH:23][CH:22]=[CH:21][C:20]=3[C:25]3[NH:70][C:71](=[O:72])[O:73][N:26]=3)=[CH:15][CH:14]=2)=[C:7]([CH2:9][CH2:10][CH3:11])[N:8]=1)[CH3:2]. The yield is 0.710. (7) The product is [C:1]([C@H:5]1[CH2:10][CH2:9][C@H:8]([O:11][C:12]2[CH:21]=[CH:20][C:19]3[C:14](=[CH:15][CH:16]=[C:17]([CH:22]([N+:24]([O-:26])=[O:25])[CH3:23])[CH:18]=3)[C:13]=2[C:38]([F:41])([F:40])[F:39])[CH2:7][CH2:6]1)([CH3:2])([CH3:3])[CH3:4]. No catalyst specified. The yield is 0.350. The reactants are [C:1]([C@H:5]1[CH2:10][CH2:9][C@H:8]([O:11][C:12]2[CH:21]=[CH:20][C:19]3[C:14](=[CH:15][CH:16]=[C:17]([CH:22]([N+:24]([O-:26])=[O:25])[CH3:23])[CH:18]=3)[CH:13]=2)[CH2:7][CH2:6]1)([CH3:4])([CH3:3])[CH3:2].BrC1C=C2C(=CC=1)C([C:38]([F:41])([F:40])[F:39])=C(O[C@H]1CC[C@H](C(C)(C)C)CC1)C=C2. (8) The product is [CH:26]1([CH2:25][CH:16]([C:13]2[CH:14]=[CH:15][C:10]([F:9])=[C:11]([C:20]([F:21])([F:22])[F:23])[CH:12]=2)[C:17]([OH:19])=[O:18])[CH2:30][CH2:29][CH2:28][CH2:27]1. The catalyst is O1CCCC1.CN1CCCN(C)C1=O.CN1CCCN(C)C1=O. The reactants are C([N-]C(C)C)(C)C.[Li+].[F:9][C:10]1[CH:15]=[CH:14][C:13]([CH2:16][C:17]([OH:19])=[O:18])=[CH:12][C:11]=1[C:20]([F:23])([F:22])[F:21].I[CH2:25][CH:26]1[CH2:30][CH2:29][CH2:28][CH2:27]1. The yield is 0.843.